Dataset: Forward reaction prediction with 1.9M reactions from USPTO patents (1976-2016). Task: Predict the product of the given reaction. (1) Given the reactants [Cl:1][C:2]1[CH:3]=[C:4]([OH:12])[CH:5]=[N:6][C:7]=1[O:8][CH:9]([CH3:11])[CH3:10].Br[CH2:14][C:15]1[C:29]([F:30])=[CH:28][C:18]([C:19]([NH:21][S:22]([N:25]([CH3:27])[CH3:26])(=[O:24])=[O:23])=[O:20])=[C:17]([F:31])[CH:16]=1.C(=O)([O-])[O-].[K+].[K+].C(O)(=O)C, predict the reaction product. The product is: [Cl:1][C:2]1[CH:3]=[C:4]([O:12][CH2:14][C:15]2[C:29]([F:30])=[CH:28][C:18]([C:19]([NH:21][S:22]([N:25]([CH3:27])[CH3:26])(=[O:24])=[O:23])=[O:20])=[C:17]([F:31])[CH:16]=2)[CH:5]=[N:6][C:7]=1[O:8][CH:9]([CH3:10])[CH3:11]. (2) Given the reactants [Br:1][C:2]1[CH:3]=[N:4][CH:5]=[CH:6][C:7]=1[O:8][CH2:9][C:10]([F:13])([F:12])[F:11].C1C=C(Cl)C=C(C(OO)=[O:22])C=1.CO, predict the reaction product. The product is: [Br:1][C:2]1[CH:3]=[N+:4]([O-:22])[CH:5]=[CH:6][C:7]=1[O:8][CH2:9][C:10]([F:11])([F:13])[F:12]. (3) Given the reactants [OH2:1].Cl.[NH2:3][C:4]1[CH:22]=[CH:21][C:20]([N+:23]([O-])=O)=[C:19]2[C:5]=1[C:6](=[O:28])[C:7]1([OH:27])[C:11]3[CH:12]=[CH:13][C:14]([CH:16]([CH3:18])[CH3:17])=[CH:15][C:10]=3O[C:8]12[OH:26].[CH2:29]([OH:31])[CH3:30], predict the reaction product. The product is: [NH2:3][C:4]1[CH:22]=[CH:21][C:20]([NH:23][C:29](=[O:31])[CH3:30])=[C:19]2[C:5]=1[C:6](=[O:28])[C:7]([OH:27])([C:11]1[CH:12]=[CH:13][C:14]([CH:16]([CH3:17])[CH3:18])=[CH:15][C:10]=1[OH:1])[C:8]2=[O:26]. (4) Given the reactants C[O:2][C:3](=O)[CH2:4][C:5]1[C:6](=[O:17])[N:7]([CH2:10][C:11]2[CH:16]=[CH:15][CH:14]=[CH:13][CH:12]=2)[CH2:8][CH:9]=1.[NH2:19][O:20][K].C(O)(=O)C, predict the reaction product. The product is: [CH2:10]([N:7]1[CH2:8][CH:9]=[C:5]([CH2:4][C:3]([NH:19][OH:20])=[O:2])[C:6]1=[O:17])[C:11]1[CH:16]=[CH:15][CH:14]=[CH:13][CH:12]=1. (5) Given the reactants [CH2:1]([N+:3]([CH3:11])([CH3:10])[CH2:4][CH2:5][CH2:6][C:7]([O-:9])=[O:8])[CH3:2].[C:12]([OH:19])(=[O:18])/[CH:13]=[CH:14]/[C:15]([OH:17])=[O:16], predict the reaction product. The product is: [C:15](/[CH:14]=[CH:13]/[C:12]([O-:19])=[O:18])([OH:17])=[O:16].[C:7]([CH2:6][CH2:5][CH2:4][N+:3]([CH2:1][CH3:2])([CH3:10])[CH3:11])([OH:9])=[O:8]. (6) The product is: [Cl:1][C:2]1[CH:7]=[CH:6][C:5]([CH:8]([CH2:14][CH2:15][CH3:16])[CH2:9][C:10]([OH:12])=[O:11])=[CH:4][C:3]=1[NH:17][C:18](=[O:33])[C@H:19]([C:26]1[CH:31]=[CH:30][C:29]([Cl:32])=[CH:28][CH:27]=1)[C@@H:20]([CH3:25])[C:21]([F:24])([F:23])[F:22]. Given the reactants [Cl:1][C:2]1[CH:7]=[CH:6][C:5]([CH:8]([CH2:14][CH2:15][CH3:16])[CH2:9][C:10]([O:12]C)=[O:11])=[CH:4][C:3]=1[NH:17][C:18](=[O:33])[C@H:19]([C:26]1[CH:31]=[CH:30][C:29]([Cl:32])=[CH:28][CH:27]=1)[C@@H:20]([CH3:25])[C:21]([F:24])([F:23])[F:22].S(=O)(=O)(O)O.O, predict the reaction product.